From a dataset of Full USPTO retrosynthesis dataset with 1.9M reactions from patents (1976-2016). Predict the reactants needed to synthesize the given product. (1) Given the product [Cl:1][C:2]1[CH:10]=[C:9]2[C:5]([C:6]([C:11]([N:13]3[CH2:18][CH2:17][CH:16]([N:19]4[C:23]5[CH:24]=[CH:25][CH:26]=[CH:27][C:22]=5[N:21]([CH2:6][C:11](=[O:12])[N:13]([CH2:18][CH3:17])[CH2:14][CH3:15])[C:20]4=[O:28])[CH2:15][CH2:14]3)=[O:12])=[CH:7][N:8]2[CH2:32][C:33]([N:35]([CH2:38][CH3:39])[CH2:36][CH3:37])=[O:34])=[CH:4][CH:3]=1, predict the reactants needed to synthesize it. The reactants are: [Cl:1][C:2]1[CH:10]=[C:9]2[C:5]([C:6]([C:11]([N:13]3[CH2:18][CH2:17][CH:16]([N:19]4[C:23]5[CH:24]=[CH:25][CH:26]=[CH:27][C:22]=5[NH:21][C:20]4=[O:28])[CH2:15][CH2:14]3)=[O:12])=[CH:7][NH:8]2)=[CH:4][CH:3]=1.[H-].[Na+].Cl[CH2:32][C:33]([N:35]([CH2:38][CH3:39])[CH2:36][CH3:37])=[O:34]. (2) Given the product [CH3:1][C:2]1[CH:3]=[CH:4][C:5]([C:8]2[CH:13]=[C:12]([O:14][CH:15]3[CH2:19][CH2:18][O:17][CH2:16]3)[CH:11]=[C:10]([C:20]([OH:22])=[O:21])[CH:9]=2)=[CH:6][CH:7]=1, predict the reactants needed to synthesize it. The reactants are: [CH3:1][C:2]1[CH:7]=[CH:6][C:5]([C:8]2[CH:13]=[C:12]([O:14][CH:15]3[CH2:19][CH2:18][O:17][CH2:16]3)[CH:11]=[C:10]([C:20]([O:22]C)=[O:21])[CH:9]=2)=[CH:4][CH:3]=1.[OH-].[Li+].OS(O)(=O)=O.